From a dataset of Reaction yield outcomes from USPTO patents with 853,638 reactions. Predict the reaction yield, written as a fraction of the theoretical maximum amount of product (1.0 means a 100% yield; for example, 0.34 means a 34% yield). (1) The reactants are [C:1]([O:5][C:6]([N:8]([CH2:22][CH2:23][N:24]([CH3:26])[CH3:25])[S:9]([C:12]1[CH:21]=[CH:20][C:15]([C:16]([O:18]C)=[O:17])=[CH:14][CH:13]=1)(=[O:11])=[O:10])=[O:7])([CH3:4])([CH3:3])[CH3:2].[Li+].[OH-]. The product is [C:1]([O:5][C:6]([N:8]([CH2:22][CH2:23][N:24]([CH3:26])[CH3:25])[S:9]([C:12]1[CH:13]=[CH:14][C:15]([C:16]([OH:18])=[O:17])=[CH:20][CH:21]=1)(=[O:11])=[O:10])=[O:7])([CH3:4])([CH3:3])[CH3:2]. The catalyst is O1CCCC1.CCOC(C)=O.Cl. The yield is 0.293. (2) The reactants are [N:1]12[CH2:8][CH2:7][C:4]([C:9]([C:17]3[CH:22]=[CH:21][CH:20]=[CH:19][CH:18]=3)([C:11]3[CH:16]=[CH:15][CH:14]=[CH:13][CH:12]=3)[OH:10])([CH2:5][CH2:6]1)[CH2:3][CH2:2]2.[O:23]1[C:27]2[CH:28]=[CH:29][CH:30]=[CH:31][C:26]=2[CH:25]=[C:24]1[C:32](=[O:35])[CH2:33][Br:34].CC#N. The catalyst is C(Cl)(Cl)Cl.CS(C)=O. The product is [Br-:34].[O:23]1[C:27]2[CH:28]=[CH:29][CH:30]=[CH:31][C:26]=2[CH:25]=[C:24]1[C:32](=[O:35])[CH2:33][N+:1]12[CH2:6][CH2:5][C:4]([C:9]([OH:10])([C:17]3[CH:22]=[CH:21][CH:20]=[CH:19][CH:18]=3)[C:11]3[CH:12]=[CH:13][CH:14]=[CH:15][CH:16]=3)([CH2:3][CH2:2]1)[CH2:7][CH2:8]2. The yield is 0.574. (3) The reactants are [CH3:1][O:2][C@H:3]1[CH2:20][CH2:19][C@@:18]2([CH3:21])[C:5](=[CH:6][CH2:7][C@@H:8]3[C@@H:17]2[CH2:16][CH2:15][C@@:13]2([CH3:14])[C@H:9]3[CH2:10][CH2:11][C@@H:12]2[OH:22])[CH2:4]1.[OH:23]N1C(=O)C2=CC=CC=C2C1=O. No catalyst specified. The product is [CH3:1][O:2][C@H:3]1[CH2:20][CH2:19][C@@:18]2([CH3:21])[C:5](=[CH:6][C:7](=[O:23])[C@@H:8]3[C@@H:17]2[CH2:16][CH2:15][C@@:13]2([CH3:14])[C@H:9]3[CH2:10][CH2:11][C@@H:12]2[OH:22])[CH2:4]1. The yield is 0.530. (4) The catalyst is C1COCC1. The product is [F:1][C:2]1[CH:3]=[CH:4][C:5]([C:6]([NH:8][C:9]2[C:10]([CH3:33])=[C:11]([C:15]3[C:27]4[C:26]5[C:21](=[CH:22][C:23]([CH:28]=[O:29])=[CH:24][CH:25]=5)[NH:20][C:19]=4[C:18]([C:30]([NH2:32])=[O:31])=[CH:17][CH:16]=3)[CH:12]=[CH:13][CH:14]=2)=[O:7])=[CH:34][CH:35]=1. The reactants are [F:1][C:2]1[CH:35]=[CH:34][C:5]([C:6]([NH:8][C:9]2[C:10]([CH3:33])=[C:11]([C:15]3[C:27]4[C:26]5[C:21](=[CH:22][C:23]([CH2:28][OH:29])=[CH:24][CH:25]=5)[NH:20][C:19]=4[C:18]([C:30]([NH2:32])=[O:31])=[CH:17][CH:16]=3)[CH:12]=[CH:13][CH:14]=2)=[O:7])=[CH:4][CH:3]=1.CC(OI1(OC(C)=O)(OC(C)=O)OC(=O)C2C1=CC=CC=2)=O. The yield is 0.850. (5) The reactants are [OH-].[Na+].[Cl:3][C:4]1[CH:36]=[N:35][CH:34]=[C:33]([Cl:37])[C:5]=1[C:6]([NH:8][C@H:9]([C:29]([O:31]C)=[O:30])[CH2:10][C:11]1[S:12][C:13]([O:16][CH2:17][CH2:18][C:19]2[CH:28]=[CH:27][C:26]3[CH2:25][CH2:24][CH2:23][NH:22][C:21]=3[N:20]=2)=[CH:14][CH:15]=1)=[O:7].Cl. The catalyst is O1CCCC1. The product is [Cl:37][C:33]1[CH:34]=[N:35][CH:36]=[C:4]([Cl:3])[C:5]=1[C:6]([NH:8][C@H:9]([C:29]([OH:31])=[O:30])[CH2:10][C:11]1[S:12][C:13]([O:16][CH2:17][CH2:18][C:19]2[CH:28]=[CH:27][C:26]3[CH2:25][CH2:24][CH2:23][NH:22][C:21]=3[N:20]=2)=[CH:14][CH:15]=1)=[O:7]. The yield is 0.110. (6) The reactants are [H-].[Na+].[OH:3][CH:4]1[C:12]2[C:7](=[CH:8][CH:9]=[C:10]([C:13]([F:16])([F:15])[F:14])[CH:11]=2)[CH:6]([N:17]2[CH2:22][CH2:21][N:20]([C:23]3([CH3:36])[CH2:28][CH2:27][N:26]([C:29]([O:31][C:32]([CH3:35])([CH3:34])[CH3:33])=[O:30])[CH2:25][CH2:24]3)[CH2:19][CH:18]2[CH3:37])[CH2:5]1.[CH3:38]I. The catalyst is O1CCCC1. The product is [CH3:38][O:3][CH:4]1[C:12]2[C:7](=[CH:8][CH:9]=[C:10]([C:13]([F:16])([F:14])[F:15])[CH:11]=2)[CH:6]([N:17]2[CH2:22][CH2:21][N:20]([C:23]3([CH3:36])[CH2:24][CH2:25][N:26]([C:29]([O:31][C:32]([CH3:35])([CH3:34])[CH3:33])=[O:30])[CH2:27][CH2:28]3)[CH2:19][C@@H:18]2[CH3:37])[CH2:5]1. The yield is 0.850. (7) The reactants are C([O:8][C:9]1[CH:10]=[C:11]2[C:16](=[CH:17][CH:18]=1)[CH:15]([C:19]1[CH:24]=[CH:23][C:22]([O:25][CH2:26][CH2:27][N:28]3[CH2:32][CH2:31][CH2:30][CH2:29]3)=[CH:21][CH:20]=1)[N:14]([S:33]([C:36]1[C:37]([CH3:42])=[N:38][O:39][C:40]=1[CH3:41])(=[O:35])=[O:34])[CH2:13][CH2:12]2)C1C=CC=CC=1.C([O-])=O.[NH4+]. The catalyst is CO.[OH-].[OH-].[Pd+2]. The product is [NH2:38][C:37]([CH3:42])=[C:36]([S:33]([N:14]1[CH2:13][CH2:12][C:11]2[C:16](=[CH:17][CH:18]=[C:9]([OH:8])[CH:10]=2)[CH:15]1[C:19]1[CH:20]=[CH:21][C:22]([O:25][CH2:26][CH2:27][N:28]2[CH2:32][CH2:31][CH2:30][CH2:29]2)=[CH:23][CH:24]=1)(=[O:35])=[O:34])[C:40](=[O:39])[CH3:41]. The yield is 0.760. (8) The reactants are [Cl:1][C:2]1[CH:7]=[C:6]([N+:8]([O-:10])=[O:9])[CH:5]=[CH:4][C:3]=1F.[N:12]1([CH2:17][CH2:18][OH:19])[CH2:16][CH2:15][CH2:14][CH2:13]1.C(=O)([O-])[O-].[Cs+].[Cs+]. The catalyst is CN(C=O)C. The product is [Cl:1][C:2]1[CH:7]=[C:6]([N+:8]([O-:10])=[O:9])[CH:5]=[CH:4][C:3]=1[O:19][CH2:18][CH2:17][N:12]1[CH2:16][CH2:15][CH2:14][CH2:13]1. The yield is 0.700. (9) The reactants are [OH:1][C:2]1[CH:3]=[C:4]2[C:9](=[CH:10][CH:11]=1)[N:8]=[C:7]([C:12]1[CH:13]=[N:14][CH:15]=[CH:16][CH:17]=1)[N:6]=[C:5]2[NH:18][C:19]1[CH:27]=[CH:26][CH:25]=[CH:24][C:20]=1[C:21]([NH2:23])=[O:22].Br[CH2:29][CH2:30][Cl:31].C(=O)([O-])[O-].[K+].[K+].O. The catalyst is CN(C=O)C. The product is [Cl:31][CH2:30][CH2:29][O:1][C:2]1[CH:3]=[C:4]2[C:9](=[CH:10][CH:11]=1)[N:8]=[C:7]([C:12]1[CH:13]=[N:14][CH:15]=[CH:16][CH:17]=1)[N:6]=[C:5]2[NH:18][C:19]1[CH:27]=[CH:26][CH:25]=[CH:24][C:20]=1[C:21]([NH2:23])=[O:22]. The yield is 0.790.